The task is: Predict which catalyst facilitates the given reaction.. This data is from Catalyst prediction with 721,799 reactions and 888 catalyst types from USPTO. (1) Reactant: Br[C:2]1[CH:3]=[C:4]([C:24](=[O:36])[NH:25][CH2:26][C:27]2[C:28](=[O:35])[NH:29][C:30]([CH3:34])=[CH:31][C:32]=2[CH3:33])[C:5]([CH3:23])=[C:6]([N:8]([CH3:22])[CH:9]2[CH2:14][CH2:13][N:12]([C:15]([O:17][C:18]([CH3:21])([CH3:20])[CH3:19])=[O:16])[CH2:11][CH2:10]2)[CH:7]=1.CC1(C)C(C)(C)OB([C:45]2[CH:57]=[CH:56][C:48]([CH2:49][N:50]3[CH2:55][CH2:54][O:53][CH2:52][CH2:51]3)=[CH:47][CH:46]=2)O1.C([O-])([O-])=O.[Na+].[Na+]. Product: [CH3:33][C:32]1[CH:31]=[C:30]([CH3:34])[NH:29][C:28](=[O:35])[C:27]=1[CH2:26][NH:25][C:24]([C:4]1[C:5]([CH3:23])=[C:6]([N:8]([CH3:22])[CH:9]2[CH2:14][CH2:13][N:12]([C:15]([O:17][C:18]([CH3:21])([CH3:20])[CH3:19])=[O:16])[CH2:11][CH2:10]2)[CH:7]=[C:2]([C:45]2[CH:46]=[CH:47][C:48]([CH2:49][N:50]3[CH2:55][CH2:54][O:53][CH2:52][CH2:51]3)=[CH:56][CH:57]=2)[CH:3]=1)=[O:36]. The catalyst class is: 70. (2) Reactant: [CH3:1][O:2][C:3]1[CH:28]=[CH:27][C:6]([CH2:7][N:8]2[C:12]3=[N:13][CH:14]=[CH:15][C:16]([O:17][C:18]4[CH:23]=[CH:22][C:21]([NH2:24])=[CH:20][C:19]=4[F:25])=[C:11]3[C:10](I)=[N:9]2)=[CH:5][CH:4]=1.[N:29]1([C:35]([O:37][C:38]([CH3:41])([CH3:40])[CH3:39])=[O:36])[CH2:34][CH2:33][NH:32][CH2:31][CH2:30]1.N1CCC[C@H]1C(O)=O.C([O-])([O-])=O.[K+].[K+]. Product: [NH2:24][C:21]1[CH:22]=[CH:23][C:18]([O:17][C:16]2[CH:15]=[CH:14][N:13]=[C:12]3[N:8]([CH2:7][C:6]4[CH:27]=[CH:28][C:3]([O:2][CH3:1])=[CH:4][CH:5]=4)[N:9]=[C:10]([N:32]4[CH2:31][CH2:30][N:29]([C:35]([O:37][C:38]([CH3:41])([CH3:40])[CH3:39])=[O:36])[CH2:34][CH2:33]4)[C:11]=23)=[C:19]([F:25])[CH:20]=1. The catalyst class is: 419. (3) Reactant: [CH3:1][C:2]1[CH:9]=[C:8]([O:10]C)[CH:7]=[CH:6][C:3]=1[C:4]#[N:5].B(Br)(Br)Br.O. The catalyst class is: 2. Product: [OH:10][C:8]1[CH:7]=[CH:6][C:3]([C:4]#[N:5])=[C:2]([CH3:1])[CH:9]=1. (4) Reactant: [NH2:1][CH2:2][CH2:3][N:4]1[C:12]2[C:7](=[CH:8][C:9]([Cl:13])=[CH:10][CH:11]=2)[CH:6]=[C:5]1[CH2:14][N:15]1[C:19]2=[CH:20][N:21]=[CH:22][CH:23]=[C:18]2[C:17]2([CH2:25][CH2:24]2)[C:16]1=[O:26].C(N(CC)CC)C.[C:34](Cl)(=[O:36])[CH3:35]. Product: [Cl:13][C:9]1[CH:8]=[C:7]2[C:12](=[CH:11][CH:10]=1)[N:4]([CH2:3][CH2:2][NH:1][C:34](=[O:36])[CH3:35])[C:5]([CH2:14][N:15]1[C:19]3=[CH:20][N:21]=[CH:22][CH:23]=[C:18]3[C:17]3([CH2:24][CH2:25]3)[C:16]1=[O:26])=[CH:6]2. The catalyst class is: 9. (5) Reactant: [CH3:1][C:2]1[C:6]([C:7]2[CH:12]=[C:11]([NH2:13])[C:10]([NH2:14])=[C:9]([I:15])[CH:8]=2)=[C:5]([CH3:16])[O:4][N:3]=1.[C:17](C1NC=CN=1)(C1NC=CN=1)=[O:18]. Product: [CH3:1][C:2]1[C:6]([C:7]2[CH:8]=[C:9]([I:15])[C:10]3[NH:14][C:17](=[O:18])[NH:13][C:11]=3[CH:12]=2)=[C:5]([CH3:16])[O:4][N:3]=1. The catalyst class is: 251. (6) Reactant: [CH3:1][O:2][C:3]1[CH:8]=[CH:7][C:6]([S:9]([N:12]2[C:20]3[C:15](=[CH:16][C:17]([O:21][CH2:22]C)=[CH:18][CH:19]=3)[C:14]([CH:24]=[CH:25][C:26]([OH:28])=[O:27])=[CH:13]2)(=[O:11])=[O:10])=[CH:5][CH:4]=1. Product: [CH3:1][O:2][C:3]1[CH:8]=[CH:7][C:6]([S:9]([N:12]2[C:20]3[C:15](=[CH:16][C:17]([O:21][CH3:22])=[CH:18][CH:19]=3)[C:14]([CH2:24][CH2:25][C:26]([OH:28])=[O:27])=[CH:13]2)(=[O:10])=[O:11])=[CH:5][CH:4]=1. The catalyst class is: 123. (7) Reactant: [CH:1]1([C:6]2[CH:18]=[CH:17][C:9]([C:10]([O:12]C(C)(C)C)=[O:11])=[C:8]([NH:19][C:20]3[CH:25]=[CH:24][C:23]([F:26])=[CH:22][CH:21]=3)[CH:7]=2)[CH2:5][CH2:4][CH:3]=[CH:2]1. Product: [CH:1]1([C:6]2[CH:18]=[CH:17][C:9]([C:10]([OH:12])=[O:11])=[C:8]([NH:19][C:20]3[CH:25]=[CH:24][C:23]([F:26])=[CH:22][CH:21]=3)[CH:7]=2)[CH2:2][CH2:3][CH2:4][CH2:5]1. The catalyst class is: 352.